From a dataset of Forward reaction prediction with 1.9M reactions from USPTO patents (1976-2016). Predict the product of the given reaction. (1) Given the reactants [CH2:1]([O:8][C:9]([NH:11][C:12]1[CH:17]=[CH:16][C:15](B(O)O)=[CH:14][CH:13]=1)=[O:10])[C:2]1[CH:7]=[CH:6][CH:5]=[CH:4][CH:3]=1.[Li+].[Cl-].C([O-])([O-])=O.[Na+].[Na+].[C:29]([Si:33]([CH3:50])([CH3:49])[O:34][CH:35]1[CH2:40][CH2:39][C:38](OS(C(F)(F)F)(=O)=O)=[CH:37][CH2:36]1)([CH3:32])([CH3:31])[CH3:30], predict the reaction product. The product is: [CH2:1]([O:8][C:9](=[O:10])[NH:11][C:12]1[CH:17]=[CH:16][C:15]([C:38]2[CH2:39][CH2:40][CH:35]([O:34][Si:33]([C:29]([CH3:32])([CH3:31])[CH3:30])([CH3:49])[CH3:50])[CH2:36][CH:37]=2)=[CH:14][CH:13]=1)[C:2]1[CH:7]=[CH:6][CH:5]=[CH:4][CH:3]=1. (2) Given the reactants [OH:1][CH:2]([CH3:43])[CH2:3][O:4][C@H:5]1[CH2:10][CH2:9][C@H:8]([N:11]2[C:16](=[O:17])[C:15]([CH2:18][C:19]3[CH:24]=[CH:23][C:22]([C:25]4[CH:30]=[CH:29][CH:28]=[CH:27][C:26]=4[C:31]4[NH:35][C:34](=[O:36])[O:33][N:32]=4)=[CH:21][CH:20]=3)=[C:14]([CH2:37][CH2:38][CH3:39])[N:13]3[N:40]=[CH:41][CH:42]=[C:12]23)[CH2:7][CH2:6]1.CC(OI1(OC(C)=O)(OC(C)=O)OC(=O)C2C1=CC=CC=2)=O.C(OCC)(=O)C.S([O-])([O-])(=O)=S.[Na+].[Na+], predict the reaction product. The product is: [O:36]=[C:34]1[O:33][N:32]=[C:31]([C:26]2[CH:27]=[CH:28][CH:29]=[CH:30][C:25]=2[C:22]2[CH:21]=[CH:20][C:19]([CH2:18][C:15]3[C:16](=[O:17])[N:11]([C@H:8]4[CH2:9][CH2:10][C@H:5]([O:4][CH2:3][C:2](=[O:1])[CH3:43])[CH2:6][CH2:7]4)[C:12]4[N:13]([N:40]=[CH:41][CH:42]=4)[C:14]=3[CH2:37][CH2:38][CH3:39])=[CH:24][CH:23]=2)[NH:35]1. (3) Given the reactants [OH:1][C:2]1[CH:11]=[CH:10][C:5]2[C:6](=[O:9])[CH2:7][O:8][C:4]=2[C:3]=1[C:12]([N:14]1[CH2:19][CH2:18][N:17]([C:20]([O:22][C:23]([CH3:26])([CH3:25])[CH3:24])=[O:21])[CH2:16][CH2:15]1)=[O:13].[NH:27]1[C:35]2[C:30](=[CH:31][CH:32]=[CH:33][CH:34]=2)[C:29]([CH:36]=O)=[N:28]1, predict the reaction product. The product is: [NH:27]1[C:35]2[C:30](=[CH:31][CH:32]=[CH:33][CH:34]=2)[C:29](/[CH:36]=[C:7]2\[O:8][C:4]3[C:3]([C:12]([N:14]4[CH2:19][CH2:18][N:17]([C:20]([O:22][C:23]([CH3:26])([CH3:25])[CH3:24])=[O:21])[CH2:16][CH2:15]4)=[O:13])=[C:2]([OH:1])[CH:11]=[CH:10][C:5]=3[C:6]\2=[O:9])=[N:28]1. (4) Given the reactants [NH2:1][C:2]1[CH:3]=[CH:4][C:5]([O:23]CC2C=COC=2)=[C:6]([C:8]2[O:9][C:10]3[CH:16]=[CH:15][C:14]([C:17]4[CH:22]=[CH:21][CH:20]=[CH:19][CH:18]=4)=[CH:13][C:11]=3[N:12]=2)[CH:7]=1.[CH:30]1[C:35]([C:36]([OH:38])=[O:37])=[CH:34][C:33]2[C:39]([O:41][C:42](=O)[C:32]=2[CH:31]=1)=[O:40], predict the reaction product. The product is: [OH:23][C:5]1[CH:4]=[CH:3][C:2]([N:1]2[C:39](=[O:40])[C:33]3[C:32](=[CH:31][CH:30]=[C:35]([C:36]([OH:38])=[O:37])[CH:34]=3)[C:42]2=[O:41])=[CH:7][C:6]=1[C:8]1[O:9][C:10]2[CH:16]=[CH:15][C:14]([C:17]3[CH:22]=[CH:21][CH:20]=[CH:19][CH:18]=3)=[CH:13][C:11]=2[N:12]=1.